Dataset: HIV replication inhibition screening data with 41,000+ compounds from the AIDS Antiviral Screen. Task: Binary Classification. Given a drug SMILES string, predict its activity (active/inactive) in a high-throughput screening assay against a specified biological target. (1) The molecule is CCCCCC(O)C1C(=O)OC(C)C(O)C=CC=CC=CC=CC=C(C)C(O)CC(O)CC(O)CC(O)CC(O)CC(O)CC1O. The result is 0 (inactive). (2) The molecule is O=C1CC(CC(O)C2CCCCC2O)CC(=O)N1c1ccccc1. The result is 0 (inactive).